From a dataset of Full USPTO retrosynthesis dataset with 1.9M reactions from patents (1976-2016). Predict the reactants needed to synthesize the given product. (1) Given the product [CH3:8][CH:9]([CH2:14][CH2:15][CH3:16])[C:10]([O:12][CH2:13][C:2]1([CH3:1])[CH2:3][O:4][CH2:5]1)=[O:11], predict the reactants needed to synthesize it. The reactants are: [CH3:1][CH:2]1[CH2:5][O:4][CH:3]1CO.[CH3:8][CH:9]([CH2:14][CH2:15][CH3:16])[C:10]([O:12][CH3:13])=[O:11].C[O-].[Na+].C(O)(=O)C.[Cl-].[Na+]. (2) Given the product [Br:1][C:2]1[CH:7]=[CH:6][C:5]([N:8]2[C:12]([CH3:13])=[C:11]([CH:14]([C:22]3[CH:23]=[CH:24][C:19]([F:18])=[CH:20][CH:21]=3)[OH:15])[C:10]([CH3:16])=[N:9]2)=[CH:4][C:3]=1[Cl:17], predict the reactants needed to synthesize it. The reactants are: [Br:1][C:2]1[CH:7]=[CH:6][C:5]([N:8]2[C:12]([CH3:13])=[C:11]([CH:14]=[O:15])[C:10]([CH3:16])=[N:9]2)=[CH:4][C:3]=1[Cl:17].[F:18][C:19]1[CH:24]=[CH:23][C:22]([Mg]Br)=[CH:21][CH:20]=1. (3) Given the product [F:40][C:2]([F:1])([F:39])[C:3]1[CH:4]=[C:5]([C:13]2([C:35]([F:36])([F:37])[F:38])[CH2:17][CH2:16][N:15]([C:18]3[CH:32]=[CH:31][C:21]([CH2:22][NH:23][C:24](=[O:30])[O:25][C:26]([CH3:29])([CH3:28])[CH3:27])=[C:20]([Cl:33])[CH:19]=3)[CH:14]2[OH:34])[CH:6]=[C:7]([C:9]([F:10])([F:12])[F:11])[CH:8]=1, predict the reactants needed to synthesize it. The reactants are: [F:1][C:2]([F:40])([F:39])[C:3]1[CH:4]=[C:5]([C:13]2([C:35]([F:38])([F:37])[F:36])[CH2:17][CH2:16][N:15]([C:18]3[CH:32]=[CH:31][C:21]([CH2:22][NH:23][C:24](=[O:30])[O:25][C:26]([CH3:29])([CH3:28])[CH3:27])=[C:20]([Cl:33])[CH:19]=3)[C:14]2=[O:34])[CH:6]=[C:7]([C:9]([F:12])([F:11])[F:10])[CH:8]=1.CCCCCC.[H-].C([Al+]CC(C)C)C(C)C.C(O)C.C(=O)=O. (4) Given the product [Br:1][C:2]1[CH:7]=[CH:6][C:5]([O:8][C:9]2[CH:15]=[CH:16][CH:11]=[CH:12][CH:13]=2)=[C:4]([O:10][CH3:20])[CH:3]=1, predict the reactants needed to synthesize it. The reactants are: [Br:1][C:2]1[CH:3]=[C:4]([OH:10])[C:5]([O:8][CH3:9])=[CH:6][CH:7]=1.[C:11]1(B(O)O)[CH:16]=[CH:15]C=[CH:13][CH:12]=1.[CH2:20](N(CC)CC)C.